Dataset: Catalyst prediction with 721,799 reactions and 888 catalyst types from USPTO. Task: Predict which catalyst facilitates the given reaction. Reactant: C([O:9][CH2:10][C@@H:11]1[S:15][C@H:14]([N:16]2[CH:31]=[CH:30][C:20]([NH:21]C(=O)C3C=CC=CC=3)=[N:19][C:17]2=[O:18])[CH2:13][O:12]1)(=O)C1C=CC=CC=1. Product: [OH:9][CH2:10][C@@H:11]1[S:15][C@H:14]([N:16]2[CH:31]=[CH:30][C:20]([NH2:21])=[N:19][C:17]2=[O:18])[CH2:13][O:12]1. The catalyst class is: 328.